Dataset: Reaction yield outcomes from USPTO patents with 853,638 reactions. Task: Predict the reaction yield, written as a fraction of the theoretical maximum amount of product (1.0 means a 100% yield; for example, 0.34 means a 34% yield). (1) The reactants are [OH-].[Na+].[NH:3]([C:10]1[N:19]([C:20]2[CH:25]=[CH:24][CH:23]=[CH:22][CH:21]=2)[C:18]2[N:17]=[C:16]([S:26][CH2:27][C:28]([O:30]CC)=[O:29])[CH:15]=[C:14]([C:33]([F:36])([F:35])[F:34])[C:13]=2[C:12](=[O:37])[CH:11]=1)[C:4]1[CH:9]=[CH:8][CH:7]=[CH:6][CH:5]=1. The catalyst is CCO. The product is [NH:3]([C:10]1[N:19]([C:20]2[CH:25]=[CH:24][CH:23]=[CH:22][CH:21]=2)[C:18]2[N:17]=[C:16]([S:26][CH2:27][C:28]([OH:30])=[O:29])[CH:15]=[C:14]([C:33]([F:36])([F:35])[F:34])[C:13]=2[C:12](=[O:37])[CH:11]=1)[C:4]1[CH:5]=[CH:6][CH:7]=[CH:8][CH:9]=1. The yield is 0.660. (2) The reactants are Cl.[CH2:2]([O:4][C:5]1[CH:6]=[C:7]2[C:12](=[C:13]3[CH2:17][C:16]([CH3:19])([CH3:18])[O:15][C:14]=13)[C:11]([C:20]1[CH:29]=[CH:28][C:23]([C:24]([O:26]C)=[O:25])=[C:22]([NH:30][CH2:31][CH3:32])[CH:21]=1)=[N:10][C:9]([CH3:34])([CH3:33])[CH2:8]2)[CH3:3].[OH-].[Na+]. The catalyst is CO. The product is [CH2:2]([O:4][C:5]1[CH:6]=[C:7]2[C:12](=[C:13]3[CH2:17][C:16]([CH3:19])([CH3:18])[O:15][C:14]=13)[C:11]([C:20]1[CH:29]=[CH:28][C:23]([C:24]([OH:26])=[O:25])=[C:22]([NH:30][CH2:31][CH3:32])[CH:21]=1)=[N:10][C:9]([CH3:33])([CH3:34])[CH2:8]2)[CH3:3]. The yield is 0.880. (3) The reactants are [BH4-].[Na+].[Br:3][C:4]1[CH:9]=[CH:8][C:7]([CH:10]2[CH2:13][C:12](=[O:14])[CH2:11]2)=[C:6]([O:15][CH3:16])[CH:5]=1. The catalyst is O1CCCC1. The product is [Br:3][C:4]1[CH:9]=[CH:8][C:7]([C@@H:10]2[CH2:11][C@H:12]([OH:14])[CH2:13]2)=[C:6]([O:15][CH3:16])[CH:5]=1. The yield is 0.772. (4) The reactants are [N+:1]([C:4]1[C:9]([OH:10])=[CH:8][CH:7]=[CH:6][C:5]=1[OH:11])([O-])=O. The catalyst is CO.[Pd]. The product is [NH2:1][C:4]1[C:9]([OH:10])=[CH:8][CH:7]=[CH:6][C:5]=1[OH:11]. The yield is 0.750. (5) The product is [CH3:18][N:19]1[CH:23]=[C:22]([C:2]2[CH:7]=[C:6]([O:8][C:9]3[CH:10]=[N:11][C:12]([N+:15]([O-:17])=[O:16])=[CH:13][CH:14]=3)[CH:5]=[CH:4][N:3]=2)[CH:21]=[N:20]1. The reactants are Cl[C:2]1[CH:7]=[C:6]([O:8][C:9]2[CH:10]=[N:11][C:12]([N+:15]([O-:17])=[O:16])=[CH:13][CH:14]=2)[CH:5]=[CH:4][N:3]=1.[CH3:18][N:19]1[CH:23]=[C:22](B2OC(C)(C)C(C)(C)O2)[CH:21]=[N:20]1.C([O-])([O-])=O.[Cs+].[Cs+]. The yield is 0.720. The catalyst is CN(C=O)C.C1C=CC([P]([Pd]([P](C2C=CC=CC=2)(C2C=CC=CC=2)C2C=CC=CC=2)([P](C2C=CC=CC=2)(C2C=CC=CC=2)C2C=CC=CC=2)[P](C2C=CC=CC=2)(C2C=CC=CC=2)C2C=CC=CC=2)(C2C=CC=CC=2)C2C=CC=CC=2)=CC=1. (6) The reactants are [CH3:1][N:2]1[CH:6]=[CH:5][N:4]=[C:3]1[CH:7]=O.[F:9][C:10]1[CH:15]=[CH:14][C:13](/[C:16](=[N:18]/[C:19]2[CH:27]=[CH:26][CH:25]=[C:24]3[C:20]=2[CH2:21][O:22][C:23]3=[O:28])/[CH3:17])=[CH:12][CH:11]=1.[CH3:29][CH2:30][O-:31].[Na+].C(OCC)(=O)C. The catalyst is C(OCC)(=O)CC. The product is [F:9][C:10]1[CH:11]=[CH:12][C:13]([C:16]2([CH3:17])[CH:7]([C:3]3[N:2]([CH3:1])[CH:6]=[CH:5][N:4]=3)[C:30](=[O:31])[C:29]3[C:24]([C:23]([O:22][CH2:21][CH3:20])=[O:28])=[CH:25][CH:26]=[CH:27][C:19]=3[NH:18]2)=[CH:14][CH:15]=1. The yield is 0.0800. (7) The reactants are Cl.Cl.[CH2:3]([O:7][C:8]1[CH:25]=[CH:24][CH:23]=[CH:22][C:9]=1[CH2:10][N:11]1[CH2:16][CH2:15][C:14]2([CH2:21][CH2:20][NH:19][CH2:18][CH2:17]2)[CH2:13][CH2:12]1)[CH:4]([CH3:6])[CH3:5].[S:26]1[CH:30]=[CH:29][C:28]([N:31]=[C:32]=[O:33])=[CH:27]1.NCCN(CCN)CCN. The catalyst is ClCCl. The product is [CH2:3]([O:7][C:8]1[CH:25]=[CH:24][CH:23]=[CH:22][C:9]=1[CH2:10][N:11]1[CH2:12][CH2:13][C:14]2([CH2:21][CH2:20][N:19]([C:32]([NH:31][C:28]3[CH:29]=[CH:30][S:26][CH:27]=3)=[O:33])[CH2:18][CH2:17]2)[CH2:15][CH2:16]1)[CH:4]([CH3:6])[CH3:5]. The yield is 0.890. (8) The reactants are Cl.Cl.[F:3][C:4]1[CH:12]=[CH:11][C:7]([CH2:8][NH:9][NH2:10])=[CH:6][CH:5]=1.[CH3:13][C:14]([CH3:21])([CH3:20])[C:15](=O)[CH2:16][C:17]#[N:18]. The catalyst is C(O)C. The product is [C:14]([C:15]1[CH:16]=[C:17]([NH2:18])[N:9]([CH2:8][C:7]2[CH:11]=[CH:12][C:4]([F:3])=[CH:5][CH:6]=2)[N:10]=1)([CH3:21])([CH3:20])[CH3:13]. The yield is 0.990.